The task is: Predict the product of the given reaction.. This data is from Forward reaction prediction with 1.9M reactions from USPTO patents (1976-2016). (1) The product is: [Br:1][C:2]1[CH:7]=[CH:6][CH:5]=[C:4]([N+:8]([O-:10])=[O:9])[C:3]=1[O:11][CH3:15]. Given the reactants [Br:1][C:2]1[CH:7]=[CH:6][CH:5]=[C:4]([N+:8]([O-:10])=[O:9])[C:3]=1[OH:11].[H-].[Na+].I[CH3:15].O, predict the reaction product. (2) Given the reactants C[Si]([C:5]#[CH:6])(C)C.C([Li])CCC.[P:12](Cl)([O:17][CH2:18][CH3:19])([O:14][CH2:15][CH3:16])=[O:13].[Li].C([O-])([O-])=O.[Na+].[Na+].[OH-].[Na+], predict the reaction product. The product is: [C:5]([P:12](=[O:13])([O:17][CH2:18][CH3:19])[O:14][CH2:15][CH3:16])#[CH:6]. (3) Given the reactants [F:1][C:2]1[CH:3]=[C:4]([CH:31]=[C:32]([F:45])[C:33]=1[O:34][Si:35]([CH:42]([CH3:44])[CH3:43])([CH:39]([CH3:41])[CH3:40])[CH:36]([CH3:38])[CH3:37])[CH2:5][C:6]([CH2:19][CH2:20][C:21]1[CH:26]=[CH:25][C:24]([C:27]([O:29][CH3:30])=[O:28])=[CH:23][CH:22]=1)(C(OCC=C)=O)[C:7]([O:9]CC=C)=[O:8].C1(P(C2C=CC=CC=2)C2C=CC=CC=2)C=CC=CC=1.C(N(CC)CC)C.C(O)=O, predict the reaction product. The product is: [C:7]([CH:6]([CH2:5][C:4]1[CH:3]=[C:2]([F:1])[C:33]([O:34][Si:35]([CH:39]([CH3:41])[CH3:40])([CH:42]([CH3:44])[CH3:43])[CH:36]([CH3:37])[CH3:38])=[C:32]([F:45])[CH:31]=1)[CH2:19][CH2:20][C:21]1[CH:22]=[CH:23][C:24]([C:27]([O:29][CH3:30])=[O:28])=[CH:25][CH:26]=1)([OH:9])=[O:8]. (4) Given the reactants [CH3:1][O:2][CH2:3][C@H:4]([CH3:48])[CH2:5][O:6][CH2:7][C:8]1[CH:13]=[CH:12][C:11]([C@@H:14]2[C@@H:19]([O:20][CH2:21][C:22]3[CH:23]=[CH:24][C:25]4[O:30][CH2:29][CH2:28][N:27]([CH2:31][CH2:32][CH2:33][O:34][CH3:35])[C:26]=4[CH:36]=3)[CH2:18][N:17](S(C3C=CC(C)=CC=3)(=O)=O)[CH2:16][C@H:15]2[OH:47])=[CH:10][CH:9]=1.C([Si]([O:56][C@H:57]([CH3:61])[CH2:58][CH2:59]I)(C)C)(C)(C)C, predict the reaction product. The product is: [CH3:1][O:2][CH2:3][C@H:4]([CH3:48])[CH2:5][O:6][CH2:7][C:8]1[CH:13]=[CH:12][C:11]([C@@H:14]2[C@@H:19]([O:20][CH2:21][C:22]3[CH:23]=[CH:24][C:25]4[O:30][CH2:29][CH2:28][N:27]([CH2:31][CH2:32][CH2:33][O:34][CH3:35])[C:26]=4[CH:36]=3)[CH2:18][NH:17][CH2:16][C@H:15]2[O:47][CH2:59][CH2:58][C@H:57]([OH:56])[CH3:61])=[CH:10][CH:9]=1. (5) Given the reactants [Cl:1][C:2]1[CH:11]=[CH:10][C:9]([OH:12])=[C:8]2[C:3]=1[CH:4]=[CH:5][CH:6]=[N:7]2.[Br:13][C:14]1[C:15]([O:24][CH3:25])=[C:16]([O:22][CH3:23])[CH:17]=[C:18]([CH:21]=1)[CH:19]=O.[C:26](#[N:30])[CH2:27][C:28]#[N:29].C1N2CCN(CC2)C1, predict the reaction product. The product is: [NH2:30][C:26]1[O:12][C:9]2[C:8]3[C:3](=[CH:4][CH:5]=[CH:6][N:7]=3)[C:2]([Cl:1])=[CH:11][C:10]=2[CH:19]([C:18]2[CH:17]=[C:16]([O:22][CH3:23])[C:15]([O:24][CH3:25])=[C:14]([Br:13])[CH:21]=2)[C:27]=1[C:28]#[N:29].